This data is from Reaction yield outcomes from USPTO patents with 853,638 reactions. The task is: Predict the reaction yield, written as a fraction of the theoretical maximum amount of product (1.0 means a 100% yield; for example, 0.34 means a 34% yield). (1) The reactants are C([N:8]1[CH2:13][CH2:12][C:11]([C:16]2[CH:21]=[CH:20][C:19]([Cl:22])=[C:18]([Cl:23])[CH:17]=2)([C:14]#[N:15])[CH2:10][CH2:9]1)(OC(C)(C)C)=O.C(O)(C(F)(F)F)=O. The catalyst is C(Cl)Cl. The product is [Cl:23][C:18]1[CH:17]=[C:16]([C:11]2([C:14]#[N:15])[CH2:10][CH2:9][NH:8][CH2:13][CH2:12]2)[CH:21]=[CH:20][C:19]=1[Cl:22]. The yield is 0.950. (2) The reactants are Cl[C:2]1[C:11]2[C:6](=[CH:7][C:8]([O:14][CH3:15])=[C:9]([O:12][CH3:13])[CH:10]=2)[N:5]=[CH:4][CH:3]=1.[N+:16]([C:19]1[CH:24]=[CH:23][C:22]([OH:25])=[CH:21][CH:20]=1)([O-:18])=[O:17]. The catalyst is C1(OC2C=CC=CC=2)C=CC=CC=1. The product is [CH3:13][O:12][C:9]1[CH:10]=[C:11]2[C:6](=[CH:7][C:8]=1[O:14][CH3:15])[N:5]=[CH:4][CH:3]=[C:2]2[O:25][C:22]1[CH:23]=[CH:24][C:19]([N+:16]([O-:18])=[O:17])=[CH:20][CH:21]=1. The yield is 0.690. (3) The reactants are FC(F)(F)C1C=C(NC(=O)NC2C=CC(C3SC(CCC(OC)=O)=NC=3)=CC=2)C=CC=1.[NH2:32][C:33]1[CH:38]=[CH:37][C:36]([C:39]2[S:43][C:42]([CH:44]3[CH2:49][CH2:48][CH:47]([CH2:50][C:51]([O:53][CH2:54][CH3:55])=[O:52])[CH2:46][CH2:45]3)=[N:41][CH:40]=2)=[CH:35][CH:34]=1.[F:56][C:57]1[CH:58]=[C:59]([N:64]=[C:65]=[O:66])[CH:60]=[C:61]([F:63])[CH:62]=1. No catalyst specified. The product is [F:56][C:57]1[CH:58]=[C:59]([NH:64][C:65](=[O:66])[NH:32][C:33]2[CH:34]=[CH:35][C:36]([C:39]3[S:43][C:42]([CH:44]4[CH2:45][CH2:46][CH:47]([CH2:50][C:51]([O:53][CH2:54][CH3:55])=[O:52])[CH2:48][CH2:49]4)=[N:41][CH:40]=3)=[CH:37][CH:38]=2)[CH:60]=[C:61]([F:63])[CH:62]=1. The yield is 0.860.